Predict the product of the given reaction. From a dataset of Forward reaction prediction with 1.9M reactions from USPTO patents (1976-2016). (1) Given the reactants [N:1]1[CH:6]=[CH:5][C:4]([CH2:7][C:8]([O:10][CH2:11][CH3:12])=[O:9])=[CH:3][CH:2]=1.[BrH:13], predict the reaction product. The product is: [Br:13][CH:7]([C:4]1[CH:5]=[CH:6][N:1]=[CH:2][CH:3]=1)[C:8]([O:10][CH2:11][CH3:12])=[O:9]. (2) The product is: [ClH:14].[C:1]([C:3]1[CH:8]=[CH:7][N:6]=[CH:5][CH:4]=1)(=[NH:15])[NH2:2]. Given the reactants [C:1]([C:3]1[CH:8]=[CH:7][N:6]=[CH:5][CH:4]=1)#[N:2].C[O-].[Na+].CO.[Cl-:14].[NH4+:15].CC(C)=O, predict the reaction product. (3) Given the reactants Br[C:2]1[CH:3]=[C:4]([CH:20]=[CH:21][CH:22]=1)[O:5][CH2:6][CH2:7][C@@H:8]([N:12]1[CH:16]=[C:15]([C:17]([NH2:19])=[O:18])[N:14]=[CH:13]1)[C@@H:9]([OH:11])[CH3:10].[S:23]1[C:27]2[CH:28]=[CH:29][CH:30]=[CH:31][C:26]=2[CH:25]=[C:24]1B(O)O.C([O-])([O-])=O.[Na+].[Na+], predict the reaction product. The product is: [S:23]1[C:24]([C:2]2[CH:3]=[C:4]([CH:20]=[CH:21][CH:22]=2)[O:5][CH2:6][CH2:7][C@@H:8]([N:12]2[CH:16]=[C:15]([C:17]([NH2:19])=[O:18])[N:14]=[CH:13]2)[C@@H:9]([OH:11])[CH3:10])=[CH:25][C:26]2[CH:31]=[CH:30][CH:29]=[CH:28][C:27]1=2. (4) Given the reactants [F:1][C:2]1[CH:24]=[CH:23][C:5]2[S:6][C:7]([C:9]([NH:11][C@H:12]([CH2:16][C:17]3[CH:22]=[CH:21][CH:20]=[CH:19][CH:18]=3)[C:13]([OH:15])=[O:14])=[O:10])=[CH:8][C:4]=2[CH:3]=1.C(OC(=O)[C@H](CC1C=CC=CC=1)N)(C)(C)C, predict the reaction product. The product is: [F:1][C:2]1[CH:24]=[CH:23][C:5]2[S:6][C:7]([C:9]([NH:11][C@@H:12]([CH2:16][C:17]3[CH:18]=[CH:19][CH:20]=[CH:21][CH:22]=3)[C:13]([OH:15])=[O:14])=[O:10])=[CH:8][C:4]=2[CH:3]=1. (5) Given the reactants F[C:2]1[CH:7]=[CH:6][CH:5]=[CH:4][C:3]=1[S:8]([N:11]1[CH2:16][CH2:15][N:14]([C:17]([O:19][C:20]([CH3:23])([CH3:22])[CH3:21])=[O:18])[CH2:13][CH:12]1[CH2:24][OH:25])(=[O:10])=[O:9].[H-].[Na+], predict the reaction product. The product is: [CH2:13]1[CH:12]2[N:11]([S:8](=[O:10])(=[O:9])[C:3]3[CH:4]=[CH:5][CH:6]=[CH:7][C:2]=3[O:25][CH2:24]2)[CH2:16][CH2:15][N:14]1[C:17]([O:19][C:20]([CH3:23])([CH3:22])[CH3:21])=[O:18]. (6) The product is: [CH2:21]([O:28][C:29]([NH:31][C:32]1[N:40]=[CH:39][N:38]=[C:37]2[C:33]=1[N:34]=[CH:35][N:36]2[CH2:41][C:42]([N:17]1[CH2:18][CH2:19][N:14]([S:11]([C:6]2[CH:7]=[CH:8][CH:9]=[CH:10][C:5]=2[N+:2]([O-:4])=[O:3])(=[O:12])=[O:13])[C:15](=[O:20])[CH2:16]1)=[O:43])=[O:30])[C:22]1[CH:23]=[CH:24][CH:25]=[CH:26][CH:27]=1. Given the reactants Cl.[N+:2]([C:5]1[CH:10]=[CH:9][CH:8]=[CH:7][C:6]=1[S:11]([N:14]1[CH2:19][CH2:18][NH:17][CH2:16][C:15]1=[O:20])(=[O:13])=[O:12])([O-:4])=[O:3].[CH2:21]([O:28][C:29]([NH:31][C:32]1[N:40]=[CH:39][N:38]=[C:37]2[C:33]=1[N:34]=[CH:35][N:36]2[CH2:41][C:42](O)=[O:43])=[O:30])[C:22]1[CH:27]=[CH:26][CH:25]=[CH:24][CH:23]=1, predict the reaction product. (7) Given the reactants [F:1][C:2]1[CH:7]=[CH:6][C:5]([C:8]2[C:17]3[C:12](=[CH:13][C:14]([CH3:18])=[CH:15][CH:16]=3)[N:11]=[C:10]([C:19]#[N:20])[CH:9]=2)=[CH:4][CH:3]=1.C1C(=O)N([Br:28])C(=O)C1.CC(N=NC(C#N)(C)C)(C#N)C, predict the reaction product. The product is: [Br:28][CH2:18][C:14]1[CH:13]=[C:12]2[C:17]([C:8]([C:5]3[CH:6]=[CH:7][C:2]([F:1])=[CH:3][CH:4]=3)=[CH:9][C:10]([C:19]#[N:20])=[N:11]2)=[CH:16][CH:15]=1.